From a dataset of Forward reaction prediction with 1.9M reactions from USPTO patents (1976-2016). Predict the product of the given reaction. (1) Given the reactants [CH2:1]([O:8][C@H:9]1[CH2:13][N:12](C(OC(C)(C)C)=O)[C@@H:11]([C@@H:21]([OH:52])[C@@H:22]([NH:30][C:31](=[O:51])[C:32]2[CH:37]=[CH:36][CH:35]=[C:34]([C:38]([N:40]3[CH2:44][CH2:43][CH2:42][C@@H:41]3[C:45]3[S:46][CH:47]=[C:48]([CH3:50])[N:49]=3)=[O:39])[CH:33]=2)[CH2:23][C:24]2[CH:29]=[CH:28][CH:27]=[CH:26][CH:25]=2)[CH2:10]1)[C:2]1[CH:7]=[CH:6][CH:5]=[CH:4][CH:3]=1.Cl.O1CCOCC1, predict the reaction product. The product is: [CH2:1]([O:8][C@H:9]1[CH2:13][NH:12][C@@H:11]([C@@H:21]([OH:52])[C@@H:22]([NH:30][C:31](=[O:51])[C:32]2[CH:37]=[CH:36][CH:35]=[C:34]([C:38]([N:40]3[CH2:44][CH2:43][CH2:42][C@@H:41]3[C:45]3[S:46][CH:47]=[C:48]([CH3:50])[N:49]=3)=[O:39])[CH:33]=2)[CH2:23][C:24]2[CH:25]=[CH:26][CH:27]=[CH:28][CH:29]=2)[CH2:10]1)[C:2]1[CH:7]=[CH:6][CH:5]=[CH:4][CH:3]=1. (2) Given the reactants [Cl:1][C:2]1[CH:3]=[C:4]2[C:9](=[CH:10][C:11]=1[F:12])[NH:8][C:7](=[O:13])[C:6]([C@H:14]([NH:16][S@@](C(C)(C)C)=O)[CH3:15])=[CH:5]2.Cl, predict the reaction product. The product is: [ClH:1].[NH2:16][C@@H:14]([C:6]1[C:7](=[O:13])[NH:8][C:9]2[C:4]([CH:5]=1)=[CH:3][C:2]([Cl:1])=[C:11]([F:12])[CH:10]=2)[CH3:15]. (3) Given the reactants [F:1][C:2]1[CH:9]=[CH:8][C:5](C=O)=[C:4]([C:10]#[C:11][C:12]2[CH:17]=[CH:16][C:15]([S:18]([CH3:21])(=[O:20])=[O:19])=[CH:14][CH:13]=2)[CH:3]=1.[CH3:22][O:23][C:24](=[O:29])[CH2:25][C:26]#[C:27]C.C(OCC)(=[O:32])C.Cl[CH2:37][CH2:38]Cl, predict the reaction product. The product is: [CH3:22][O:23][C:24](=[O:29])[CH2:25][C:26]1[C:37]([CH3:38])=[C:10]([C:11](=[O:32])[C:12]2[CH:13]=[CH:14][C:15]([S:18]([CH3:21])(=[O:19])=[O:20])=[CH:16][CH:17]=2)[C:4]2[C:5](=[CH:8][CH:9]=[C:2]([F:1])[CH:3]=2)[CH:27]=1.